From a dataset of Acute oral toxicity (LD50) regression data from Zhu et al.. Regression/Classification. Given a drug SMILES string, predict its toxicity properties. Task type varies by dataset: regression for continuous values (e.g., LD50, hERG inhibition percentage) or binary classification for toxic/non-toxic outcomes (e.g., AMES mutagenicity, cardiotoxicity, hepatotoxicity). Dataset: ld50_zhu. (1) The drug is Cc1cc(Cl)ccc1OC(C)C(=O)O. The rat oral LD50 is 2.52, given as -log10 of the dose in mol/kg body weight (higher means more acutely toxic). (2) The drug is CCc1c(C)[nH]c2c1C(=O)C(CN1CCC3(CC1)OCCO3)CC2. The rat oral LD50 is 3.14, given as -log10 of the dose in mol/kg body weight (higher means more acutely toxic). (3) The rat oral LD50 is 6.03, given as -log10 of the dose in mol/kg body weight (higher means more acutely toxic). The molecule is O=c1oc2ccccc2c(O)c1C(CC(O)c1ccc(-c2ccc(Br)cc2)cc1)c1ccccc1. (4) The drug is CC(C)CO. The rat oral LD50 is 1.48, given as -log10 of the dose in mol/kg body weight (higher means more acutely toxic). (5) The rat oral LD50 is 2.54, given as -log10 of the dose in mol/kg body weight (higher means more acutely toxic). The compound is CCOc1ccc(N2C(=O)C=CC2=O)cc1. (6) The compound is COc1ccc(C=C2C(=O)N=C3c4ccccc4N=CN23)cc1. The rat oral LD50 is 3.07, given as -log10 of the dose in mol/kg body weight (higher means more acutely toxic).